Dataset: Full USPTO retrosynthesis dataset with 1.9M reactions from patents (1976-2016). Task: Predict the reactants needed to synthesize the given product. Given the product [C:14]([C:13]1[C:9]([NH:8][C:5]2[CH:6]=[CH:7][C:2]([C:38]3[C:34]([CH3:33])=[N:35][O:36][C:37]=3[CH3:48])=[CH:3][CH:4]=2)=[N:10][N:11]([C:17]2([CH2:30][C:31]#[N:32])[CH2:22][CH2:21][N:20]([C:23]([O:25][C:26]([CH3:29])([CH3:28])[CH3:27])=[O:24])[CH2:19][CH2:18]2)[CH:12]=1)(=[O:16])[NH2:15], predict the reactants needed to synthesize it. The reactants are: Br[C:2]1[CH:7]=[CH:6][C:5]([NH:8][C:9]2[C:13]([C:14](=[O:16])[NH2:15])=[CH:12][N:11]([C:17]3([CH2:30][C:31]#[N:32])[CH2:22][CH2:21][N:20]([C:23]([O:25][C:26]([CH3:29])([CH3:28])[CH3:27])=[O:24])[CH2:19][CH2:18]3)[N:10]=2)=[CH:4][CH:3]=1.[CH3:33][C:34]1[C:38](B2OC(C)(C)C(C)(C)O2)=[C:37]([CH3:48])[O:36][N:35]=1.C(=O)([O-])[O-].[K+].[K+].C1COCC1.